Dataset: Forward reaction prediction with 1.9M reactions from USPTO patents (1976-2016). Task: Predict the product of the given reaction. Given the reactants Br[CH2:2][C:3]([N:5]1[CH2:10][CH2:9][N:8]([C:11](=[O:28])[CH2:12][C:13]2[N:14]=[C:15]([NH:18][C:19](=[O:27])[C:20]3[CH:25]=[CH:24][C:23]([Cl:26])=[CH:22][CH:21]=3)[S:16][CH:17]=2)[CH2:7][CH2:6]1)=[O:4].[NH:29]1[CH2:33][CH2:32][CH2:31][CH2:30]1, predict the reaction product. The product is: [Cl:26][C:23]1[CH:24]=[CH:25][C:20]([C:19]([NH:18][C:15]2[S:16][CH:17]=[C:13]([CH2:12][C:11](=[O:28])[N:8]3[CH2:9][CH2:10][N:5]([C:3](=[O:4])[CH2:2][N:29]4[CH2:33][CH2:32][CH2:31][CH2:30]4)[CH2:6][CH2:7]3)[N:14]=2)=[O:27])=[CH:21][CH:22]=1.